From a dataset of Forward reaction prediction with 1.9M reactions from USPTO patents (1976-2016). Predict the product of the given reaction. (1) Given the reactants [CH3:1][C@@H:2]1[C@H:6]([C:7]2[CH:12]=[CH:11][CH:10]=[CH:9][CH:8]=2)[O:5][C:4](=[O:13])[N:3]1[C:14](=[O:24])[CH2:15][CH2:16][C@H:17]([CH3:23])[CH2:18][CH2:19][CH2:20][CH2:21][CH3:22].C[C@@H](CCCCC)CCC(O)=O, predict the reaction product. The product is: [CH3:1][C@@H:2]1[C@H:6]([C:7]2[CH:12]=[CH:11][CH:10]=[CH:9][CH:8]=2)[O:5][C:4](=[O:13])[N:3]1[C:14](=[O:24])[CH2:15][CH2:16][C@@H:17]([CH3:23])[CH2:18][CH2:19][CH2:20][CH2:21][CH3:22]. (2) Given the reactants [CH3:1][CH:2](SCCSP(OC)(OC)=O)[C:3](NC)=[O:4].CO[C:19]1[C:50](=O)[CH:49]=[CH:48]/[C:21](=C\NC2N(C3C(Cl)=CC(C(F)(F)F)=CC=3Cl)N=C(C#N)C=2SC(F)(F)F)/[CH:20]=1.[CH3:52][C:53]#[C:54]COC(C1C=CC(OC)=C(OC)C=1)C.CC1C=CC(OC(NC)=O)=CC=1C.CC1(C)C(C(OC(C2C=CC=C(OC3C=CC=CC=3)C=2)C#N)=O)C1C=C(Cl)Cl.CCCSP(SCC1ON=C(C)C=1)(OCC)=O.CC(C(C(OC(C1C=CC=C(OC2C=CC(Br)=CC=2)C=1)C#N)=O)C1C=CC(OC(F)F)=CC=1)C.ClC1C=C(C2(C#N)CC3N(CC(F)(F)F)C(CC3)C2)C=NC=1, predict the reaction product. The product is: [C:19]1([C:2]2[CH:1]=[CH:54][CH:53]=[CH:52][C:3]=2[OH:4])[CH:50]=[CH:49][CH:48]=[CH:21][CH:20]=1. (3) Given the reactants [H-].[Al+3].[Li+].[H-].[H-].[H-].[Cl:7][C:8]1[CH:13]=[CH:12][C:11]([CH2:14][CH2:15][CH2:16][C:17]([NH2:19])=O)=[CH:10][CH:9]=1, predict the reaction product. The product is: [Cl:7][C:8]1[CH:9]=[CH:10][C:11]([CH2:14][CH2:15][CH2:16][CH2:17][NH2:19])=[CH:12][CH:13]=1. (4) The product is: [CH3:24][N:25]1[C:29](=[O:30])[CH2:28][CH2:27][CH2:26]1.[CH3:9][OH:10]. Given the reactants C1C2NC=[C:9]([O:10][C@@H]3O[C@H](CO)[C@H](O)[C@H](O)[C@H]3O)C=2C(Cl)=C(Br)C=1.[CH3:24][N:25]1[C:29](=[O:30])[CH2:28][CH2:27][CH2:26]1.CO, predict the reaction product. (5) Given the reactants [Cl:1][C:2]1[C:3]([OH:34])=[C:4]([S:9]([NH:12][C:13]2[CH:27]=[CH:26][CH:25]=[C:24]([N:28]3[CH2:33][CH2:32][CH2:31][CH2:30][CH2:29]3)[C:14]=2[CH2:15][NH:16]C(=O)OC(C)(C)C)(=[O:11])=[O:10])[CH:5]=[C:6]([Cl:8])[CH:7]=1.C(O)(C(F)(F)F)=O, predict the reaction product. The product is: [NH2:16][CH2:15][C:14]1[C:24]([N:28]2[CH2:33][CH2:32][CH2:31][CH2:30][CH2:29]2)=[CH:25][CH:26]=[CH:27][C:13]=1[NH:12][S:9]([C:4]1[CH:5]=[C:6]([Cl:8])[CH:7]=[C:2]([Cl:1])[C:3]=1[OH:34])(=[O:11])=[O:10]. (6) The product is: [Cl:13][C:14]1[CH:15]=[CH:16][C:17]([C:20]2[N:21]=[C:22]([CH2:38][N:39]3[C:43]([CH3:44])=[N:42][N:41]=[N:40]3)[C:23]([C:33]([NH:8][N:2]3[CH2:7][CH2:6][CH2:5][CH2:4][CH2:3]3)=[O:34])=[N:24][C:25]=2[C:26]2[CH:27]=[CH:28][C:29]([Cl:32])=[CH:30][CH:31]=2)=[CH:18][CH:19]=1. Given the reactants Cl.[N:2]1([NH2:8])[CH2:7][CH2:6][CH2:5][CH2:4][CH2:3]1.C[Al](C)C.[Cl:13][C:14]1[CH:19]=[CH:18][C:17]([C:20]2[N:21]=[C:22]([CH2:38][N:39]3[C:43]([CH3:44])=[N:42][N:41]=[N:40]3)[C:23]([C:33](OCC)=[O:34])=[N:24][C:25]=2[C:26]2[CH:31]=[CH:30][C:29]([Cl:32])=[CH:28][CH:27]=2)=[CH:16][CH:15]=1, predict the reaction product.